Dataset: Forward reaction prediction with 1.9M reactions from USPTO patents (1976-2016). Task: Predict the product of the given reaction. (1) Given the reactants [CH3:1][Mg]Br.CON(C)[C:7](=[O:18])[C@@H:8]([NH:10][C:11](=[O:17])[O:12][C:13]([CH3:16])([CH3:15])[CH3:14])[CH3:9].[Cl-].[NH4+], predict the reaction product. The product is: [CH3:9][C@H:8]([NH:10][C:11](=[O:17])[O:12][C:13]([CH3:14])([CH3:15])[CH3:16])[C:7](=[O:18])[CH3:1]. (2) Given the reactants [C:1]([O:5][C:6]([N:8]1[CH2:16][CH2:15][C:14]2[NH:13][C:12]3[N:17]=[CH:18][C:19](Cl)=[CH:20][C:11]=3[C:10]=2[CH2:9]1)=[O:7])([CH3:4])([CH3:3])[CH3:2].[O:22]([C:29]1[CH:35]=[CH:34][C:32]([NH2:33])=[CH:31][CH:30]=1)[C:23]1[CH:28]=[CH:27][CH:26]=[CH:25][CH:24]=1.CC(C1C=C(C(C)C)C(C2C=CC=CC=2P(C2CCCCC2)C2CCCCC2)=C(C(C)C)C=1)C.[OH-].[K+], predict the reaction product. The product is: [C:1]([O:5][C:6]([N:8]1[CH2:16][CH2:15][C:14]2[NH:13][C:12]3[N:17]=[CH:18][C:19]([NH:33][C:32]4[CH:31]=[CH:30][C:29]([O:22][C:23]5[CH:28]=[CH:27][CH:26]=[CH:25][CH:24]=5)=[CH:35][CH:34]=4)=[CH:20][C:11]=3[C:10]=2[CH2:9]1)=[O:7])([CH3:4])([CH3:3])[CH3:2].